This data is from Forward reaction prediction with 1.9M reactions from USPTO patents (1976-2016). The task is: Predict the product of the given reaction. (1) Given the reactants COC(=O)C(N1C(=O)CCN(C(=O)/C=C/C2C=CC([Cl:26])=C(Cl)C=2)CC1)CC(O)=O.CCN(CC)CC.[CH2:37]1[C:39]2([CH2:44][CH2:43][NH:42][CH2:41][C@H:40]2[OH:45])[CH2:38]1, predict the reaction product. The product is: [ClH:26].[CH2:38]1[C:39]2([CH2:44][CH2:43][NH:42][CH2:41][C@H:40]2[OH:45])[CH2:37]1. (2) Given the reactants [Br:1][C:2]1[C:3](=[O:17])[NH:4][C:5](=[O:16])[N:6]([CH2:8][CH2:9][C:10]2[CH:15]=[CH:14][CH:13]=[CH:12][CH:11]=2)[N:7]=1.ICCC1C=CC=[C:23]([O:27]C)C=1.C(I)CC1C=CC=CC=1, predict the reaction product. The product is: [Br:1][C:2]1[C:3](=[O:17])[NH:4][C:5](=[O:16])[N:6]([CH2:8][CH2:9][C:10]2[CH:15]=[CH:14][CH:13]=[C:12]([O:27][CH3:23])[CH:11]=2)[N:7]=1. (3) Given the reactants C1C=C(Cl)C=C(C(OO)=O)C=1.[F:12][C:13]1[CH:18]=[C:17]([F:19])[CH:16]=[CH:15][C:14]=1[N:20]([CH3:31])[C:21]1[CH:28]=[CH:27][C:24]([C:25]#[N:26])=[C:23](SC)[N:22]=1.C(OCC)(=O)C.Cl.[NH2:39][NH2:40], predict the reaction product. The product is: [F:12][C:13]1[CH:18]=[C:17]([F:19])[CH:16]=[CH:15][C:14]=1[N:20]([CH3:31])[C:21]1[N:22]=[C:23]2[NH:39][N:40]=[C:25]([NH2:26])[C:24]2=[CH:27][CH:28]=1. (4) Given the reactants [F:1][C:2]1[CH:3]=[C:4]([C:17]([F:20])([F:19])[F:18])[CH:5]=[C:6]([C:8]2[O:9][CH:10]=[C:11]([CH2:13][CH2:14][CH2:15]O)[N:12]=2)[CH:7]=1.P(OC1C=CC=CC=1)(OC1C=CC=CC=1)(OC1C=CC=CC=1)=O.C[I:45], predict the reaction product. The product is: [F:1][C:2]1[CH:3]=[C:4]([C:17]([F:20])([F:19])[F:18])[CH:5]=[C:6]([C:8]2[O:9][CH:10]=[C:11]([CH2:13][CH2:14][CH2:15][I:45])[N:12]=2)[CH:7]=1. (5) Given the reactants [CH3:1][N:2]1[CH2:14][CH2:13][C:12]2[C:11]3[C:6](=[CH:7][CH:8]=[CH:9][CH:10]=3)[NH:5][C:4]=2[CH2:3]1.[H-].[Na+].Br[CH2:18][CH2:19][CH2:20][CH2:21][CH2:22][C:23]([O:25][CH2:26][CH3:27])=[O:24], predict the reaction product. The product is: [CH2:26]([O:25][C:23](=[O:24])[CH2:22][CH2:21][CH2:20][CH2:19][CH2:18][N:5]1[C:4]2[CH2:3][N:2]([CH3:1])[CH2:14][CH2:13][C:12]=2[C:11]2[C:6]1=[CH:7][CH:8]=[CH:9][CH:10]=2)[CH3:27]. (6) Given the reactants [CH3:1][C:2]1([CH3:16])[C:14](=[O:15])[C:13]2[C:12]3[C:7](=[CH:8][CH:9]=[CH:10][CH:11]=3)[NH:6][C:5]=2[CH2:4][CH2:3]1.[H-].[Na+].[CH3:19][O:20][C:21](=[O:30])[C:22]1[CH:27]=[CH:26][C:25]([CH2:28]Br)=[CH:24][CH:23]=1, predict the reaction product. The product is: [CH3:1][C:2]1([CH3:16])[C:14](=[O:15])[C:13]2[C:12]3[C:7](=[CH:8][CH:9]=[CH:10][CH:11]=3)[N:6]([CH2:28][C:25]3[CH:26]=[CH:27][C:22]([C:21]([O:20][CH3:19])=[O:30])=[CH:23][CH:24]=3)[C:5]=2[CH2:4][CH2:3]1. (7) Given the reactants [Br:1][C:2]1[CH:3]=[N:4][CH:5]=[C:6]2[C:11]=1[N:10]=[C:9]([C:12]([OH:14])=O)[CH:8]=[CH:7]2.C(N(CC)C(C)C)(C)C.F[P-](F)(F)(F)(F)F.N1(OC(N(C)C)=[N+](C)C)C2N=CC=CC=2N=N1.Cl.[CH3:49][S:50]([C:53]1[CH:54]=[C:55]([CH:59]([NH2:61])[CH3:60])[CH:56]=[CH:57][CH:58]=1)(=[O:52])=[O:51], predict the reaction product. The product is: [Br:1][C:2]1[CH:3]=[N:4][CH:5]=[C:6]2[C:11]=1[N:10]=[C:9]([C:12]([NH:61][CH:59]([C:55]1[CH:56]=[CH:57][CH:58]=[C:53]([S:50]([CH3:49])(=[O:52])=[O:51])[CH:54]=1)[CH3:60])=[O:14])[CH:8]=[CH:7]2.